This data is from Reaction yield outcomes from USPTO patents with 853,638 reactions. The task is: Predict the reaction yield, written as a fraction of the theoretical maximum amount of product (1.0 means a 100% yield; for example, 0.34 means a 34% yield). (1) The reactants are [CH2:1]([N:8]1[CH2:13][CH2:12][N:11]([S:14]([CH2:17][C@H:18]([CH3:29])[C:19]([O:21]CC2C=CC=CC=2)=[O:20])(=[O:16])=[O:15])[CH2:10][CH2:9]1)[C:2]1[CH:7]=[CH:6][CH:5]=[CH:4][CH:3]=1.[Li+].[OH-]. The catalyst is CO. The product is [CH2:1]([C@@:18]([CH3:29])([CH2:17][S:14]([N:11]1[CH2:12][CH2:13][N:8]([CH2:1][C:2]2[CH:7]=[CH:6][CH:5]=[CH:4][CH:3]=2)[CH2:9][CH2:10]1)(=[O:16])=[O:15])[C:19]([OH:21])=[O:20])[C:2]1[CH:7]=[CH:6][CH:5]=[CH:4][CH:3]=1. The yield is 0.250. (2) The reactants are C([O:8][CH2:9][CH2:10][O:11][C:12]1[C:17]([CH3:18])=[CH:16][C:15]([C:19]2[N:28]=[C:27](Cl)[C:26]3[C:21](=[CH:22][C:23]([O:32][CH3:33])=[CH:24][C:25]=3[O:30][CH3:31])[N:20]=2)=[CH:14][C:13]=1[CH3:34])C1C=CC=CC=1.CO.C([O-])=O.[NH4+]. The catalyst is C1COCC1.[Pd]. The product is [CH3:31][O:30][C:25]1[CH:24]=[C:23]([O:32][CH3:33])[CH:22]=[C:21]2[C:26]=1[CH:27]=[N:28][C:19]([C:15]1[CH:16]=[C:17]([CH3:18])[C:12]([O:11][CH2:10][CH2:9][OH:8])=[C:13]([CH3:34])[CH:14]=1)=[N:20]2. The yield is 0.250. (3) The reactants are Cl.[NH2:2][CH2:3][C:4]([CH3:7])([SH:6])[CH3:5].CCN(CC)CC.[C:15]1(=[O:22])[O:21][C:19](=[O:20])[CH2:18][O:17][CH2:16]1. The catalyst is C(Cl)Cl. The product is [CH3:5][C:4]([SH:6])([CH3:7])[CH2:3][NH:2][C:19]([CH2:18][O:17][CH2:16][C:15]([OH:22])=[O:21])=[O:20]. The yield is 0.842. (4) The reactants are F[C:2]1[CH:9]=[CH:8][C:7]([N+:10]([O-:12])=[O:11])=[CH:6][C:3]=1[C:4]#[N:5].C(=O)([O-])[O-].[K+].[K+].[C:19]([O:23][C:24]([N:26]1[CH2:31][CH2:30][NH:29][CH2:28][CH2:27]1)=[O:25])([CH3:22])([CH3:21])[CH3:20]. The catalyst is C(O)C. The product is [C:19]([O:23][C:24]([N:26]1[CH2:31][CH2:30][N:29]([C:2]2[CH:9]=[CH:8][C:7]([N+:10]([O-:12])=[O:11])=[CH:6][C:3]=2[C:4]#[N:5])[CH2:28][CH2:27]1)=[O:25])([CH3:22])([CH3:20])[CH3:21]. The yield is 0.590. (5) The reactants are [CH2:1]([C:4]1[S:28][C:7]2[N:8]=[C:9]([C:25](O)=[O:26])[N:10]=[C:11]([N:12]3[CH2:17][CH2:16][N:15]4[C:18]([C:21]([F:24])([F:23])[F:22])=[N:19][N:20]=[C:14]4[CH2:13]3)[C:6]=2[CH:5]=1)[CH2:2][CH3:3].[NH2:29][CH2:30][CH2:31][C:32]#[N:33].CN(C(ON1N=NC2C=CC=NC1=2)=[N+](C)C)C.F[P-](F)(F)(F)(F)F.C(N(CC)CC)C. The catalyst is CN(C)C=O. The product is [C:30]([CH2:31][CH2:32][NH:33][C:25]([C:9]1[N:10]=[C:11]([N:12]2[CH2:17][CH2:16][N:15]3[C:18]([C:21]([F:22])([F:23])[F:24])=[N:19][N:20]=[C:14]3[CH2:13]2)[C:6]2[CH:5]=[C:4]([CH2:1][CH2:2][CH3:3])[S:28][C:7]=2[N:8]=1)=[O:26])#[N:29]. The yield is 0.860. (6) The reactants are [Cl:1][C:2]1[CH:9]=[CH:8][CH:7]=[C:6]([N:10]2[CH2:15][CH2:14][N:13]([CH2:16][CH3:17])[CH2:12][CH2:11]2)[C:3]=1[CH:4]=[O:5].[BH4-].[Na+].[Cl-].[NH4+]. The catalyst is CO. The product is [Cl:1][C:2]1[CH:9]=[CH:8][CH:7]=[C:6]([N:10]2[CH2:11][CH2:12][N:13]([CH2:16][CH3:17])[CH2:14][CH2:15]2)[C:3]=1[CH2:4][OH:5]. The yield is 0.840. (7) The reactants are Br[C:2]1[N:7]=[C:6]2[N:8]([C@H:12]([C:14]3[CH:19]=[CH:18][CH:17]=[CH:16][CH:15]=3)[CH3:13])[C:9]([OH:11])=[N:10][C:5]2=[N:4][CH:3]=1.[CH:20](/B(O)O)=[CH:21]/[CH3:22]. No catalyst specified. The product is [C:14]1([C@@H:12]([N:8]2[C:6]3=[N:7][C:2](/[CH:20]=[CH:21]\[CH3:22])=[CH:3][N:4]=[C:5]3[N:10]=[C:9]2[OH:11])[CH3:13])[CH:19]=[CH:18][CH:17]=[CH:16][CH:15]=1. The yield is 0.630. (8) The reactants are Br[C:2]1[CH:3]=[C:4]2[C:8](=[CH:9][CH:10]=1)[N:7]([CH2:11][CH2:12][N:13]1[CH2:17][CH2:16][CH2:15][CH2:14]1)[N:6]=[CH:5]2.[CH2:18]([O:25][C:26]1[CH:31]=[CH:30][NH:29][C:28](=[O:32])[CH:27]=1)[C:19]1[CH:24]=[CH:23][CH:22]=[CH:21][CH:20]=1.N[C@@H]1CCCC[C@H]1N.C([O-])([O-])=O.[K+].[K+]. The catalyst is O1CCOCC1.C(Cl)Cl.[Cu]I. The product is [CH2:18]([O:25][C:26]1[CH:31]=[CH:30][N:29]([C:2]2[CH:3]=[C:4]3[C:8](=[CH:9][CH:10]=2)[N:7]([CH2:11][CH2:12][N:13]2[CH2:17][CH2:16][CH2:15][CH2:14]2)[N:6]=[CH:5]3)[C:28](=[O:32])[CH:27]=1)[C:19]1[CH:20]=[CH:21][CH:22]=[CH:23][CH:24]=1. The yield is 0.0700.